This data is from Full USPTO retrosynthesis dataset with 1.9M reactions from patents (1976-2016). The task is: Predict the reactants needed to synthesize the given product. (1) Given the product [Cl:34][C:26]1[CH:25]=[C:24]([C:23]2[N:22]=[C:14]([C:11]3[CH:12]=[CH:13][C:8]([C:3]4[CH:4]=[CH:5][CH:6]=[CH:7][C:2]=4[CH3:1])=[C:9]([CH2:17][S:18]([CH3:21])(=[O:20])=[O:19])[CH:10]=3)[O:36][N:35]=2)[CH:33]=[CH:32][C:27]=1[C:28]([O:30][CH3:31])=[O:29], predict the reactants needed to synthesize it. The reactants are: [CH3:1][C:2]1[CH:7]=[CH:6][CH:5]=[CH:4][C:3]=1[C:8]1[CH:13]=[CH:12][C:11]([C:14](O)=O)=[CH:10][C:9]=1[CH2:17][S:18]([CH3:21])(=[O:20])=[O:19].[NH2:22][C:23](=[N:35][OH:36])[C:24]1[CH:33]=[CH:32][C:27]([C:28]([O:30][CH3:31])=[O:29])=[C:26]([Cl:34])[CH:25]=1. (2) Given the product [NH2:5][C:6]1[N:10]([C:11]([CH3:14])([CH3:13])[CH3:12])[N:9]=[C:8]([C:15]2[CH:20]=[CH:19][C:18]([OH:21])=[CH:17][CH:16]=2)[C:7]=1[C:29]([NH2:31])=[O:30], predict the reactants needed to synthesize it. The reactants are: C([O-])=O.[NH4+].[NH2:5][C:6]1[N:10]([C:11]([CH3:14])([CH3:13])[CH3:12])[N:9]=[C:8]([C:15]2[CH:20]=[CH:19][C:18]([O:21]CC3C=CC=CC=3)=[CH:17][CH:16]=2)[C:7]=1[C:29]([NH2:31])=[O:30]. (3) Given the product [I:14][C:2]1[CH:7]=[CH:6][C:5]([C:8]2[CH:13]=[CH:12][CH:11]=[CH:10][CH:9]=2)=[CH:4][CH:3]=1, predict the reactants needed to synthesize it. The reactants are: Br[C:2]1[CH:7]=[CH:6][C:5]([C:8]2[CH:13]=[CH:12][CH:11]=[CH:10][CH:9]=2)=[CH:4][CH:3]=1.[I-:14].[Na+].C(N)CCN. (4) The reactants are: [CH2:1]([O:8][C:9]1[CH:14]=[CH:13][C:12]([N:15]2[CH2:20][CH2:19][N:18]([C:21](=[O:33])[CH2:22][NH:23][C:24](=[O:32])[C:25]3[CH:30]=[CH:29][CH:28]=[C:27]([OH:31])[CH:26]=3)[CH2:17][CH2:16]2)=[CH:11][CH:10]=1)[C:2]1[CH:7]=[CH:6][CH:5]=[CH:4][CH:3]=1.C(=O)([O-])[O-].[K+].[K+].[CH3:40][C:41]1[CH:46]=[CH:45][C:44]([S:47]([O:50][CH2:51][CH2:52][O:53][CH2:54][CH2:55][O:56][CH2:57][CH2:58]OS(C2C=CC(C)=CC=2)(=O)=O)(=[O:49])=[O:48])=[CH:43][CH:42]=1. Given the product [CH2:1]([O:8][C:9]1[CH:10]=[CH:11][C:12]([N:15]2[CH2:20][CH2:19][N:18]([C:21](=[O:33])[CH2:22][NH:23][C:24]([C:25]3[CH:26]=[C:27]([CH:28]=[CH:29][CH:30]=3)[O:31][CH2:58][CH2:57][O:56][CH2:55][CH2:54][O:53][CH2:52][CH2:51][O:50][S:47]([C:44]3[CH:43]=[CH:42][C:41]([CH3:40])=[CH:46][CH:45]=3)(=[O:49])=[O:48])=[O:32])[CH2:17][CH2:16]2)=[CH:13][CH:14]=1)[C:2]1[CH:7]=[CH:6][CH:5]=[CH:4][CH:3]=1, predict the reactants needed to synthesize it. (5) Given the product [Cl:9][C:5]1[CH:4]=[C:3]([CH2:2][OH:11])[CH:8]=[CH:7][N:6]=1, predict the reactants needed to synthesize it. The reactants are: Cl[CH2:2][C:3]1[CH:8]=[CH:7][N:6]=[C:5]([Cl:9])[CH:4]=1.C(=O)([O-])[O-:11].[K+].[K+]. (6) Given the product [NH2:1][C:2]1[C:11]([C:12]2[S:13][C:14]3[CH:20]=[CH:19][C:18]([NH:21][C:29]([NH:28][C:24]4[CH:25]=[CH:26][CH:27]=[C:22]([CH3:31])[CH:23]=4)=[O:30])=[CH:17][C:15]=3[CH:16]=2)=[CH:10][C:5]([C:6]([O:8][CH3:9])=[O:7])=[CH:4][N:3]=1, predict the reactants needed to synthesize it. The reactants are: [NH2:1][C:2]1[C:11]([C:12]2[S:13][C:14]3[CH:20]=[CH:19][C:18]([NH2:21])=[CH:17][C:15]=3[CH:16]=2)=[CH:10][C:5]([C:6]([O:8][CH3:9])=[O:7])=[CH:4][N:3]=1.[C:22]1([CH3:31])[CH:27]=[CH:26][CH:25]=[C:24]([N:28]=[C:29]=[O:30])[CH:23]=1. (7) Given the product [ClH:23].[F:22][C:2]([F:1])([F:21])[C:3]1[CH:4]=[CH:5][C:6]([C:9]2[CH:10]=[CH:11][C:12]([N:15]3[CH2:20][CH2:19][N:18]([CH2:24][C:25](=[O:27])[CH3:26])[CH2:17][CH2:16]3)=[N:13][CH:14]=2)=[CH:7][CH:8]=1, predict the reactants needed to synthesize it. The reactants are: [F:1][C:2]([F:22])([F:21])[C:3]1[CH:8]=[CH:7][C:6]([C:9]2[CH:10]=[CH:11][C:12]([N:15]3[CH2:20][CH2:19][NH:18][CH2:17][CH2:16]3)=[N:13][CH:14]=2)=[CH:5][CH:4]=1.[Cl:23][CH2:24][C:25](=[O:27])[CH3:26].